This data is from Full USPTO retrosynthesis dataset with 1.9M reactions from patents (1976-2016). The task is: Predict the reactants needed to synthesize the given product. (1) Given the product [F:20][C:21]([F:32])([F:31])[C:22]([NH:4][CH:1]([CH3:3])[CH3:2])=[O:23], predict the reactants needed to synthesize it. The reactants are: [CH:1]([NH2:4])([CH3:3])[CH3:2].N1C=CC=CC=1.CN(C1C=CC=CN=1)C.[F:20][C:21]([F:32])([F:31])[C:22](O[C:22](=[O:23])[C:21]([F:32])([F:31])[F:20])=[O:23]. (2) The reactants are: Cl[C:2]1[N:7]=[C:6]([NH:8][CH2:9][C:10]#[CH:11])[N:5]=[C:4]([NH:12][CH2:13][CH2:14][CH3:15])[CH:3]=1.Cl.[CH3:17][O:18][NH:19][CH3:20].O. Given the product [CH3:17][O:18][N:19]([CH3:20])[C:2]1[CH:3]=[C:4]([NH:12][CH2:13][CH2:14][CH3:15])[N:5]=[C:6]([NH:8][CH2:9][C:10]#[CH:11])[N:7]=1, predict the reactants needed to synthesize it.